From a dataset of Forward reaction prediction with 1.9M reactions from USPTO patents (1976-2016). Predict the product of the given reaction. (1) Given the reactants C(NC(C)C)(C)C.[CH2:8]([Li])[CH2:9][CH2:10][CH3:11].[F:13][C:14]1[CH:19]=[CH:18][C:17]([CH2:20][C:21]([OH:23])=[O:22])=[CH:16][C:15]=1[C:24]([F:27])([F:26])[F:25].[O:28]1CC[CH2:30][CH2:29]1, predict the reaction product. The product is: [F:13][C:14]1[CH:19]=[CH:18][C:17]([CH:20]([CH2:11][CH:10]2[CH2:9][CH2:8][CH2:30][CH2:29][O:28]2)[C:21]([OH:23])=[O:22])=[CH:16][C:15]=1[C:24]([F:25])([F:26])[F:27]. (2) Given the reactants [CH:1](=[O:7])[C:2]1[O:6][CH:5]=[CH:4][CH:3]=1.[CH2:8]([OH:17])[CH:9]([OH:16])[CH:10]([OH:15])[CH:11]([OH:14])[CH:12]=[O:13], predict the reaction product. The product is: [CH:1](=[O:7])[C:2]1[O:6][CH:5]=[CH:4][CH:3]=1.[O:13]=[CH:12][C@@H:11]([C@H:10]([C@@H:9]([CH2:8][OH:17])[OH:16])[OH:15])[OH:14]. (3) Given the reactants [OH-].[Na+].C([O:6][C:7]1[C:8]([F:19])=[C:9]2[C:13](=[CH:14][CH:15]=1)[N:12](C(=O)C)[N:11]=[CH:10]2)(=O)C.O1CCCC1.Cl, predict the reaction product. The product is: [F:19][C:8]1[C:7]([OH:6])=[CH:15][CH:14]=[C:13]2[C:9]=1[CH:10]=[N:11][NH:12]2. (4) Given the reactants [CH2:1]([O:3][C:4](=[O:15])[CH2:5][O:6][C:7]1[CH:12]=[CH:11][C:10](S)=[CH:9][C:8]=1[CH3:14])[CH3:2].C([O-])([O-])=O.[K+].[K+].Br[C:23](C)(C)[C:24](OCC)=[O:25], predict the reaction product. The product is: [CH2:1]([O:3][C:4](=[O:15])[CH2:5][O:6][C:7]1[CH:12]=[CH:11][C:10]([C:24](=[O:25])[CH3:23])=[CH:9][C:8]=1[CH3:14])[CH3:2].